This data is from Reaction yield outcomes from USPTO patents with 853,638 reactions. The task is: Predict the reaction yield, written as a fraction of the theoretical maximum amount of product (1.0 means a 100% yield; for example, 0.34 means a 34% yield). (1) The yield is 0.540. No catalyst specified. The reactants are Cl[CH2:2][C:3]1[NH:4][C:5](=[O:17])[C:6]2[N:7]=[CH:8][N:9]([CH:12]3[CH2:16][CH2:15][CH2:14][CH2:13]3)[C:10]=2[N:11]=1.[NH2:18][CH2:19][CH2:20][OH:21]. The product is [CH:12]1([N:9]2[CH:8]=[N:7][C:6]3[C:5](=[O:17])[NH:4][C:3]([CH2:2][NH:18][CH2:19][CH2:20][OH:21])=[N:11][C:10]2=3)[CH2:16][CH2:15][CH2:14][CH2:13]1. (2) The reactants are [CH3:1][O:2][C:3]([C:5]1[CH:10]=[N:9][C:8](O)=[CH:7][N:6]=1)=[O:4].O=P(Cl)(Cl)[Cl:14]. No catalyst specified. The product is [CH3:1][O:2][C:3]([C:5]1[CH:10]=[N:9][C:8]([Cl:14])=[CH:7][N:6]=1)=[O:4]. The yield is 0.550. (3) The reactants are [Cl:1][C:2]1[C:7]([N:8]2[CH2:13][CH2:12][CH:11]([C:14]3[CH:19]=[C:18]([O:20][CH3:21])[CH:17]=[CH:16][C:15]=3[O:22][CH3:23])[CH2:10][CH2:9]2)=[CH:6][N:5]=[N:4][C:3]=1[NH:24][NH:25][C:26](=O)[CH2:27][CH:28]1[CH2:30][CH2:29]1.P(Cl)(Cl)(Cl)=O. The catalyst is C(#N)C. The product is [Cl:1][C:2]1[C:3]2[N:4]([C:26]([CH2:27][CH:28]3[CH2:30][CH2:29]3)=[N:25][N:24]=2)[N:5]=[CH:6][C:7]=1[N:8]1[CH2:9][CH2:10][CH:11]([C:14]2[CH:19]=[C:18]([O:20][CH3:21])[CH:17]=[CH:16][C:15]=2[O:22][CH3:23])[CH2:12][CH2:13]1. The yield is 0.163. (4) The reactants are [CH2:1]([N:8]1[CH2:12][CH2:11][C:10](=[C:13]([OH:23])[C:14]2[O:15][C:16]([S:19]([CH3:22])(=[O:21])=[O:20])=[CH:17][CH:18]=2)[C:9]1=[O:24])[C:2]1[CH:7]=[CH:6][CH:5]=[CH:4][CH:3]=1.[BH4-].[Na+]. The catalyst is CO.C1COCC1. The product is [CH2:1]([N:8]1[CH2:12][CH2:11][CH:10]([CH:13]([OH:23])[C:14]2[O:15][C:16]([S:19]([CH3:22])(=[O:21])=[O:20])=[CH:17][CH:18]=2)[C:9]1=[O:24])[C:2]1[CH:7]=[CH:6][CH:5]=[CH:4][CH:3]=1. The yield is 0.790. (5) The reactants are [OH-].[Na+].[O:3]1[CH:7]=[CH:6][CH:5]=[C:4]1/[C:8](=[N:16]/[O:17][CH2:18][C:19]1[CH:24]=[CH:23][C:22]([O:25][CH2:26][C:27]2[N:28]=[C:29]([C:33]3[CH:38]=[CH:37][CH:36]=[CH:35][CH:34]=3)[O:30][C:31]=2[CH3:32])=[CH:21][CH:20]=1)/[CH2:9][CH2:10][C:11]([O:13]CC)=[O:12].CO.Cl. The catalyst is O1CCCC1. The product is [O:3]1[CH:7]=[CH:6][CH:5]=[C:4]1/[C:8](=[N:16]/[O:17][CH2:18][C:19]1[CH:24]=[CH:23][C:22]([O:25][CH2:26][C:27]2[N:28]=[C:29]([C:33]3[CH:34]=[CH:35][CH:36]=[CH:37][CH:38]=3)[O:30][C:31]=2[CH3:32])=[CH:21][CH:20]=1)/[CH2:9][CH2:10][C:11]([OH:13])=[O:12]. The yield is 0.780.